This data is from Peptide-MHC class I binding affinity with 185,985 pairs from IEDB/IMGT. The task is: Regression. Given a peptide amino acid sequence and an MHC pseudo amino acid sequence, predict their binding affinity value. This is MHC class I binding data. (1) The peptide sequence is HFASPLHVA. The MHC is Patr-A0101 with pseudo-sequence Patr-A0101. The binding affinity (normalized) is 0.117. (2) The peptide sequence is APGWLIWTY. The MHC is HLA-A68:01 with pseudo-sequence HLA-A68:01. The binding affinity (normalized) is 0.151.